This data is from NCI-60 drug combinations with 297,098 pairs across 59 cell lines. The task is: Regression. Given two drug SMILES strings and cell line genomic features, predict the synergy score measuring deviation from expected non-interaction effect. Drug 1: CC1=C(C=C(C=C1)C(=O)NC2=CC(=CC(=C2)C(F)(F)F)N3C=C(N=C3)C)NC4=NC=CC(=N4)C5=CN=CC=C5. Drug 2: CCC1(CC2CC(C3=C(CCN(C2)C1)C4=CC=CC=C4N3)(C5=C(C=C6C(=C5)C78CCN9C7C(C=CC9)(C(C(C8N6C)(C(=O)OC)O)OC(=O)C)CC)OC)C(=O)OC)O.OS(=O)(=O)O. Cell line: UACC62. Synergy scores: CSS=4.17, Synergy_ZIP=-1.44, Synergy_Bliss=-1.06, Synergy_Loewe=-0.322, Synergy_HSA=-1.57.